From a dataset of NCI-60 drug combinations with 297,098 pairs across 59 cell lines. Regression. Given two drug SMILES strings and cell line genomic features, predict the synergy score measuring deviation from expected non-interaction effect. (1) Drug 1: CCC1=CC2CC(C3=C(CN(C2)C1)C4=CC=CC=C4N3)(C5=C(C=C6C(=C5)C78CCN9C7C(C=CC9)(C(C(C8N6C)(C(=O)OC)O)OC(=O)C)CC)OC)C(=O)OC.C(C(C(=O)O)O)(C(=O)O)O. Drug 2: COC1=C2C(=CC3=C1OC=C3)C=CC(=O)O2. Cell line: 786-0. Synergy scores: CSS=20.2, Synergy_ZIP=4.58, Synergy_Bliss=-1.51, Synergy_Loewe=-31.1, Synergy_HSA=-2.64. (2) Drug 1: CNC(=O)C1=CC=CC=C1SC2=CC3=C(C=C2)C(=NN3)C=CC4=CC=CC=N4. Drug 2: C1=C(C(=O)NC(=O)N1)F. Cell line: SR. Synergy scores: CSS=64.9, Synergy_ZIP=-8.27, Synergy_Bliss=-12.1, Synergy_Loewe=-12.5, Synergy_HSA=-9.84. (3) Drug 1: CC1C(C(=O)NC(C(=O)N2CCCC2C(=O)N(CC(=O)N(C(C(=O)O1)C(C)C)C)C)C(C)C)NC(=O)C3=C4C(=C(C=C3)C)OC5=C(C(=O)C(=C(C5=N4)C(=O)NC6C(OC(=O)C(N(C(=O)CN(C(=O)C7CCCN7C(=O)C(NC6=O)C(C)C)C)C)C(C)C)C)N)C. Drug 2: CN1C(=O)N2C=NC(=C2N=N1)C(=O)N. Cell line: UACC-257. Synergy scores: CSS=4.88, Synergy_ZIP=-3.11, Synergy_Bliss=-4.60, Synergy_Loewe=-14.7, Synergy_HSA=-5.52. (4) Synergy scores: CSS=38.8, Synergy_ZIP=3.28, Synergy_Bliss=4.56, Synergy_Loewe=5.03, Synergy_HSA=5.14. Cell line: MCF7. Drug 2: C#CCC(CC1=CN=C2C(=N1)C(=NC(=N2)N)N)C3=CC=C(C=C3)C(=O)NC(CCC(=O)O)C(=O)O. Drug 1: C1=CC(=CC=C1CCC2=CNC3=C2C(=O)NC(=N3)N)C(=O)NC(CCC(=O)O)C(=O)O.